This data is from Forward reaction prediction with 1.9M reactions from USPTO patents (1976-2016). The task is: Predict the product of the given reaction. (1) Given the reactants Cl[C:2]1[C:11]2[C:6](=[CH:7][CH:8]=[C:9]([Cl:12])[N:10]=2)[N:5]=[CH:4][C:3]=1[C:13](=[O:15])[CH3:14].[N:16]1([CH2:21][CH:22]2[CH2:27][CH2:26][CH:25]([NH2:28])[CH2:24][CH2:23]2)[CH2:20][CH2:19][CH2:18][CH2:17]1, predict the reaction product. The product is: [Cl:12][C:9]1[N:10]=[C:11]2[C:6](=[CH:7][CH:8]=1)[N:5]=[CH:4][C:3]([C:13](=[O:15])[CH3:14])=[C:2]2[NH:28][C@H:25]1[CH2:24][CH2:23][C@H:22]([CH2:21][N:16]2[CH2:20][CH2:19][CH2:18][CH2:17]2)[CH2:27][CH2:26]1. (2) Given the reactants [NH2:1][C:2]1[CH:3]=[CH:4][C:5]([C:8]#[N:9])=[N:6][CH:7]=1.[H-].[Na+].[Cl:12][C:13]([F:24])([F:23])[C:14](O[C:14](=[O:15])[C:13]([F:24])([F:23])[Cl:12])=[O:15], predict the reaction product. The product is: [Cl:12][C:13]([F:24])([F:23])[C:14]([NH:1][C:2]1[CH:7]=[N:6][C:5]([C:8]#[N:9])=[CH:4][CH:3]=1)=[O:15]. (3) Given the reactants C(OC([N:8]1[CH2:13][CH:12]=[C:11]([C:14]2[C:22]3[C:17](=[CH:18][C:19]([F:23])=[CH:20][CH:21]=3)[NH:16][CH:15]=2)[CH2:10][CH2:9]1)=O)(C)(C)C.FC1C=C2C(=CC=1)NC=C2C1CCNCC1, predict the reaction product. The product is: [F:23][C:19]1[CH:18]=[C:17]2[C:22]([C:14]([C:11]3[CH2:12][CH2:13][NH:8][CH2:9][CH:10]=3)=[CH:15][NH:16]2)=[CH:21][CH:20]=1. (4) Given the reactants [OH:1][CH:2]1[CH2:6][CH:5]([CH2:7][CH2:8][C@@H:9]2[N:14]([S:15]([C:18]3[CH:23]=[CH:22][CH:21]=[CH:20][CH:19]=3)(=[O:17])=[O:16])[CH2:13][CH2:12][N:11]([C:24]([O:26][CH2:27][C:28]3[CH:33]=[CH:32][CH:31]=[CH:30][CH:29]=3)=[O:25])[CH2:10]2)[CH:4]([NH:34]C(OCC[Si](C)(C)C)=O)[CH2:3]1.CCCC[N+](CCCC)(CCCC)CCCC.[F-], predict the reaction product. The product is: [NH2:34][CH:4]1[CH2:3][CH:2]([OH:1])[CH2:6][CH:5]1[CH2:7][CH2:8][C@@H:9]1[N:14]([S:15]([C:18]2[CH:23]=[CH:22][CH:21]=[CH:20][CH:19]=2)(=[O:17])=[O:16])[CH2:13][CH2:12][N:11]([C:24]([O:26][CH2:27][C:28]2[CH:29]=[CH:30][CH:31]=[CH:32][CH:33]=2)=[O:25])[CH2:10]1. (5) The product is: [CH2:18]([N:5]1[C:6]2[C:11](=[CH:10][CH:9]=[C:8]([N+:15]([O-:17])=[O:16])[CH:7]=2)[C:12]([CH:13]=[O:14])=[C:4]1[CH:1]([CH3:3])[CH3:2])[C:19]1[CH:24]=[CH:23][CH:22]=[CH:21][CH:20]=1. Given the reactants [CH:1]([C:4]1[NH:5][C:6]2[C:11]([C:12]=1[CH:13]=[O:14])=[CH:10][CH:9]=[C:8]([N+:15]([O-:17])=[O:16])[CH:7]=2)([CH3:3])[CH3:2].[CH2:18](Br)[C:19]1[CH:24]=[CH:23][CH:22]=[CH:21][CH:20]=1.C([O-])([O-])=O.[K+].[K+], predict the reaction product. (6) Given the reactants [CH:1]([C:4]1[CH:9]=[C:8]([CH3:10])[CH:7]=[CH:6][C:5]=1[NH:11][C:12]([NH:14][C:15]([NH:17][CH2:18][C:19]1[CH:24]=[CH:23][C:22]([C:25]2[N:29]=[CH:28][N:27]([C:30]3[CH:35]=[CH:34][C:33]([O:36][C:37]([F:40])([F:39])[F:38])=[CH:32][CH:31]=3)[N:26]=2)=[CH:21][CH:20]=1)=[O:16])=[S:13])([CH3:3])[CH3:2].C([O-])(=O)C.[Na+].Cl[CH2:47][C:48](=O)[CH3:49].C(#N)C, predict the reaction product. The product is: [CH:1]([C:4]1[CH:9]=[C:8]([CH3:10])[CH:7]=[CH:6][C:5]=1[N:11]1[C:48]([CH3:49])=[CH:47][S:13]/[C:12]/1=[N:14]\[C:15]([NH:17][CH2:18][C:19]1[CH:20]=[CH:21][C:22]([C:25]2[N:29]=[CH:28][N:27]([C:30]3[CH:31]=[CH:32][C:33]([O:36][C:37]([F:40])([F:39])[F:38])=[CH:34][CH:35]=3)[N:26]=2)=[CH:23][CH:24]=1)=[O:16])([CH3:3])[CH3:2]. (7) Given the reactants B(Br)(Br)Br.[Cl:5][C:6]1[CH:11]=[C:10]([S:12]([CH3:15])(=[O:14])=[O:13])[CH:9]=[CH:8][C:7]=1[CH2:16][C:17]1[CH:22]=[C:21]([C:23]([F:26])([F:25])[F:24])[CH:20]=[C:19]([O:27]C)[CH:18]=1.O, predict the reaction product. The product is: [Cl:5][C:6]1[CH:11]=[C:10]([S:12]([CH3:15])(=[O:13])=[O:14])[CH:9]=[CH:8][C:7]=1[CH2:16][C:17]1[CH:18]=[C:19]([OH:27])[CH:20]=[C:21]([C:23]([F:26])([F:24])[F:25])[CH:22]=1.